Task: Predict the product of the given reaction.. Dataset: Forward reaction prediction with 1.9M reactions from USPTO patents (1976-2016) (1) Given the reactants [CH2:1]([O:8][CH2:9][CH2:10][C:11](=O)[CH2:12]Br)[C:2]1[CH:7]=[CH:6][CH:5]=[CH:4][CH:3]=1.[NH2:15][C:16]1[CH:21]=[CH:20][CH:19]=[CH:18][C:17]=1[C:22](=[S:24])[NH2:23], predict the reaction product. The product is: [CH2:1]([O:8][CH2:9][CH2:10][C:11]1[N:23]=[C:22]([C:17]2[CH:18]=[CH:19][CH:20]=[CH:21][C:16]=2[NH2:15])[S:24][CH:12]=1)[C:2]1[CH:7]=[CH:6][CH:5]=[CH:4][CH:3]=1. (2) Given the reactants [NH:1]1[C:9]2[C:4](=[CH:5][CH:6]=[CH:7][CH:8]=2)[C:3]2([C:21]3[C:12](=[CH:13][C:14]4[O:19][CH2:18][CH2:17][O:16][C:15]=4[CH:20]=3)[O:11][CH2:10]2)[C:2]1=[O:22].CC1C2C=C3C4(C5C(=CC=CC=5)NC4=O)COC3=CC=2ON=1.Br[CH2:46][C:47]1[CH:48]=[CH:49][C:50]([NH:53][C:54](=[O:60])[O:55][C:56]([CH3:59])([CH3:58])[CH3:57])=[N:51][CH:52]=1.BrCC1OC(C(F)(F)F)=CC=1, predict the reaction product. The product is: [O:22]=[C:2]1[C:3]2([C:21]3[C:12](=[CH:13][C:14]4[O:19][CH2:18][CH2:17][O:16][C:15]=4[CH:20]=3)[O:11][CH2:10]2)[C:4]2[C:9](=[CH:8][CH:7]=[CH:6][CH:5]=2)[N:1]1[CH2:46][C:47]1[CH:48]=[CH:49][C:50]([NH:53][C:54](=[O:60])[O:55][C:56]([CH3:58])([CH3:57])[CH3:59])=[N:51][CH:52]=1. (3) Given the reactants FC(F)(F)C(O)=O.[CH:8]1([C:13]([N:15]2[CH2:20][CH:19]([C:21]3[CH:26]=[CH:25][C:24]([CH2:27][CH3:28])=[CH:23][CH:22]=3)[CH2:18][CH:17]([NH2:29])[CH2:16]2)=[O:14])[CH2:12][CH2:11][CH2:10][CH2:9]1.[Br:30][C:31]1[CH:32]=[CH:33][C:34]([C:37](O)=[O:38])=[N:35][CH:36]=1, predict the reaction product. The product is: [Br:30][C:31]1[CH:32]=[CH:33][C:34]([C:37]([NH:29][CH:17]2[CH2:18][CH:19]([C:21]3[CH:22]=[CH:23][C:24]([CH2:27][CH3:28])=[CH:25][CH:26]=3)[CH2:20][N:15]([C:13]([CH:8]3[CH2:9][CH2:10][CH2:11][CH2:12]3)=[O:14])[CH2:16]2)=[O:38])=[N:35][CH:36]=1. (4) Given the reactants [NH:1]([C:5]1[CH:6]=[CH:7][CH:8]=[C:9]([CH:13]=1)[C:10]([OH:12])=O)[C:2]([NH2:4])=[NH:3].Cl.[CH2:15]([O:17][C:18](=[O:37])[CH2:19][C@H:20]([NH:32][C:33](=[O:36])[CH2:34][NH2:35])[C:21]1[CH:26]=[C:25]([C:27]([CH3:30])([CH3:29])[CH3:28])[CH:24]=[C:23]([Br:31])[CH:22]=1)[CH3:16].O.ON1C2C=CC=CC=2N=N1.C(N=C=NC(C)C)(C)C, predict the reaction product. The product is: [Br:31][C:23]1[CH:22]=[C:21]([C@@H:20]([NH:32][C:33](=[O:36])[CH2:34][NH:35][C:10](=[O:12])[C:9]2[CH:8]=[CH:7][CH:6]=[C:5]([NH:1][C:2]([NH2:4])=[NH:3])[CH:13]=2)[CH2:19][C:18]([O:17][CH2:15][CH3:16])=[O:37])[CH:26]=[C:25]([C:27]([CH3:30])([CH3:28])[CH3:29])[CH:24]=1. (5) Given the reactants Cl[C:2]1[N:7]=[N:6][C:5]([C:8]([N:10]2[CH2:15][CH2:14][N:13]([C:16]3[C:21]([CH3:22])=[CH:20][C:19]([CH3:23])=[CH:18][N:17]=3)[CH2:12][CH2:11]2)=[O:9])=[CH:4][CH:3]=1.[CH3:24][CH:25]1[NH:29][C:28](=[O:30])[CH2:27][CH2:26]1, predict the reaction product. The product is: [CH3:22][C:21]1[C:16]([N:13]2[CH2:14][CH2:15][N:10]([C:8]([C:5]3[N:6]=[N:7][C:2]([N:29]4[CH:25]([CH3:24])[CH2:26][CH2:27][C:28]4=[O:30])=[CH:3][CH:4]=3)=[O:9])[CH2:11][CH2:12]2)=[N:17][CH:18]=[C:19]([CH3:23])[CH:20]=1. (6) Given the reactants Br[C:2]1[CH:3]=[CH:4][C:5]2[N:13]([CH2:14][CH:15]([CH3:17])[CH3:16])[CH2:12][CH2:11][CH2:10][CH2:9][C:8]([C:18]([O:20][CH3:21])=[O:19])=[CH:7][C:6]=2[CH:22]=1.[CH2:23]([O:27][CH2:28][CH2:29][O:30][C:31]1[CH:36]=[CH:35][C:34](OB(O)O)=[CH:33][CH:32]=1)[CH2:24][CH2:25][CH3:26].C(=O)([O-])[O-].[K+].[K+], predict the reaction product. The product is: [CH2:23]([O:27][CH2:28][CH2:29][O:30][C:31]1[CH:32]=[CH:33][C:34]([C:2]2[CH:3]=[CH:4][C:5]3[N:13]([CH2:14][CH:15]([CH3:17])[CH3:16])[CH2:12][CH2:11][CH2:10][CH2:9][C:8]([C:18]([O:20][CH3:21])=[O:19])=[CH:7][C:6]=3[CH:22]=2)=[CH:35][CH:36]=1)[CH2:24][CH2:25][CH3:26].